Dataset: Full USPTO retrosynthesis dataset with 1.9M reactions from patents (1976-2016). Task: Predict the reactants needed to synthesize the given product. Given the product [C:9]([CH2:8][C:3]1[CH:4]=[CH:5][CH:6]=[CH:7][C:2]=1[S:22][C:23]1[CH:31]=[CH:30][CH:29]=[CH:28][C:24]=1[C:25]([OH:27])=[O:26])([OH:11])=[O:10], predict the reactants needed to synthesize it. The reactants are: Br[C:2]1[CH:7]=[CH:6][CH:5]=[CH:4][C:3]=1[CH2:8][C:9]([OH:11])=[O:10].BrC1C=CC=CC=1C(O)=O.[SH:22][C:23]1[CH:31]=[CH:30][CH:29]=[CH:28][C:24]=1[C:25]([OH:27])=[O:26].